Dataset: Reaction yield outcomes from USPTO patents with 853,638 reactions. Task: Predict the reaction yield, written as a fraction of the theoretical maximum amount of product (1.0 means a 100% yield; for example, 0.34 means a 34% yield). (1) The product is [Cl:11][C:12]1[N:13]=[C:14]([C:2]2[S:1][CH:5]=[CH:4][N:3]=2)[C:15]2[S:20][CH:19]=[CH:18][C:16]=2[N:17]=1. The reactants are [S:1]1[CH:5]=[CH:4][N:3]=[CH:2]1.[Li]CCCC.[Cl:11][C:12]1[N:13]=[C:14](Cl)[C:15]2[S:20][CH:19]=[CH:18][C:16]=2[N:17]=1. The yield is 0.260. The catalyst is C1COCC1.[NH4+].[Cl-].[Cl-].[Cl-].[Zn+2].C1C=CC([P]([Pd]([P](C2C=CC=CC=2)(C2C=CC=CC=2)C2C=CC=CC=2)([P](C2C=CC=CC=2)(C2C=CC=CC=2)C2C=CC=CC=2)[P](C2C=CC=CC=2)(C2C=CC=CC=2)C2C=CC=CC=2)(C2C=CC=CC=2)C2C=CC=CC=2)=CC=1. (2) The reactants are [CH3:1][N:2]1[CH:6]=[C:5]([C:7](=O)[CH2:8][C:9]2[CH:14]=[CH:13][CH:12]=[CH:11][CH:10]=2)[N:4]=[CH:3]1.[CH2:16]([O:18][C:19]1[CH:20]=[C:21]([CH:24]=[C:25]([N+:28]([O-:30])=[O:29])[C:26]=1[OH:27])[CH:22]=O)[CH3:17].[NH2:31][C:32]([NH2:34])=[O:33].Cl. The catalyst is CCO. The product is [CH2:16]([O:18][C:19]1[CH:20]=[C:21]([CH:22]2[C:8]([C:9]3[CH:14]=[CH:13][CH:12]=[CH:11][CH:10]=3)=[C:7]([C:5]3[N:4]=[CH:3][N:2]([CH3:1])[CH:6]=3)[NH:34][C:32](=[O:33])[NH:31]2)[CH:24]=[C:25]([N+:28]([O-:30])=[O:29])[C:26]=1[OH:27])[CH3:17]. The yield is 0.308. (3) The reactants are Cl[C:2]1[N:7]=[CH:6][N:5]=[C:4]([NH:8][CH2:9][C:10]2[CH:15]=[CH:14][C:13]([O:16][CH3:17])=[CH:12][CH:11]=2)[CH:3]=1.[F:18][C:19]1[CH:24]=[C:23]([N+:25]([O-:27])=[O:26])[CH:22]=[CH:21][C:20]=1[OH:28].C(N(CC)C(C)C)(C)C. The catalyst is COCCOCCOC.C(OCC)(=O)C. The product is [F:18][C:19]1[CH:24]=[C:23]([N+:25]([O-:27])=[O:26])[CH:22]=[CH:21][C:20]=1[O:28][C:2]1[N:7]=[CH:6][N:5]=[C:4]([NH:8][CH2:9][C:10]2[CH:15]=[CH:14][C:13]([O:16][CH3:17])=[CH:12][CH:11]=2)[CH:3]=1. The yield is 0.580. (4) The reactants are Cl.[F:2][C:3]1[CH:4]=[C:5]([CH:9]([NH2:11])[CH3:10])[CH:6]=[CH:7][CH:8]=1.[C:12]([O:16][C:17](O[C:17]([O:16][C:12]([CH3:15])([CH3:14])[CH3:13])=[O:18])=[O:18])([CH3:15])([CH3:14])[CH3:13]. The catalyst is C1COCC1.C([O-])(O)=O.[Na+]. The product is [C:12]([O:16][C:17](=[O:18])[NH:11][CH:9]([C:5]1[CH:6]=[CH:7][CH:8]=[C:3]([F:2])[CH:4]=1)[CH3:10])([CH3:15])([CH3:14])[CH3:13]. The yield is 0.970. (5) The reactants are C(O[C:4]1[C:5](=[O:16])[C:6](=[O:15])[C:7]=1[NH:8][C:9]1[CH:14]=[CH:13][N:12]=[CH:11][CH:10]=1)C.[O:17]([C:24]1[CH:31]=[CH:30][C:27]([CH2:28][NH2:29])=[CH:26][CH:25]=1)[C:18]1[CH:23]=[CH:22][CH:21]=[CH:20][CH:19]=1. No catalyst specified. The product is [O:17]([C:24]1[CH:25]=[CH:26][C:27]([CH2:28][NH:29][C:4]2[C:5](=[O:16])[C:6](=[O:15])[C:7]=2[NH:8][C:9]2[CH:10]=[CH:11][N:12]=[CH:13][CH:14]=2)=[CH:30][CH:31]=1)[C:18]1[CH:19]=[CH:20][CH:21]=[CH:22][CH:23]=1. The yield is 0.550.